This data is from Reaction yield outcomes from USPTO patents with 853,638 reactions. The task is: Predict the reaction yield, written as a fraction of the theoretical maximum amount of product (1.0 means a 100% yield; for example, 0.34 means a 34% yield). (1) The reactants are [F:1][CH:2]([F:14])[C:3]1[NH:7][C:6]2[CH:8]=[CH:9][CH:10]=[C:11]([O:12][CH3:13])[C:5]=2[N:4]=1.[Cl:15][C:16]1[N:21]=[C:20](Cl)[N:19]=[C:18]([N:23]2[CH2:28][CH2:27][N:26]([C:29]([O:31][C:32]([CH3:35])([CH3:34])[CH3:33])=[O:30])[CH2:25][CH2:24]2)[N:17]=1.C([O-])([O-])=O.[K+].[K+].O. The catalyst is CN(C=O)C. The product is [Cl:15][C:16]1[N:21]=[C:20]([N:7]2[C:6]3[CH:8]=[CH:9][CH:10]=[C:11]([O:12][CH3:13])[C:5]=3[N:4]=[C:3]2[CH:2]([F:1])[F:14])[N:19]=[C:18]([N:23]2[CH2:24][CH2:25][N:26]([C:29]([O:31][C:32]([CH3:35])([CH3:34])[CH3:33])=[O:30])[CH2:27][CH2:28]2)[N:17]=1. The yield is 0.860. (2) The reactants are C[O:2][CH:3](OC)[C:4]1[CH:9]=[CH:8][C:7]([CH:10]2[NH:22][C:20]3[C:21]4[C:12](=[N:13][NH:14][C:15](=[O:23])[C:16]=4[CH:17]=[CH:18][CH:19]=3)[CH:11]2[C:24]2[CH:29]=[CH:28][CH:27]=[CH:26][CH:25]=2)=[CH:6][CH:5]=1. The catalyst is Cl. The product is [O:23]=[C:15]1[C:16]2[CH:17]=[CH:18][CH:19]=[C:20]3[NH:22][CH:10]([C:7]4[CH:6]=[CH:5][C:4]([CH:3]=[O:2])=[CH:9][CH:8]=4)[CH:11]([C:24]4[CH:29]=[CH:28][CH:27]=[CH:26][CH:25]=4)[C:12]([C:21]=23)=[N:13][NH:14]1. The yield is 0.730. (3) The reactants are [CH3:1][O:2][C:3]1[CH:4]=[C:5]2[C:10](=[CH:11][C:12]=1[O:13][CH3:14])[N:9]=[CH:8][CH:7]=[C:6]2[O:15][C:16]1[C:22]([CH3:23])=[CH:21][C:19]([NH2:20])=[C:18]([CH3:24])[CH:17]=1.C1(C)C=CC=CC=1.C(N(CC)CC)C.ClC(Cl)(O[C:43](=[O:49])[O:44][C:45](Cl)(Cl)Cl)Cl.[F:51][C:52]1[CH:62]=[CH:61][CH:60]=[CH:59][C:53]=1[O:54][CH2:55][CH2:56]CO. The product is [CH3:1][O:2][C:3]1[CH:4]=[C:5]2[C:10](=[CH:11][C:12]=1[O:13][CH3:14])[N:9]=[CH:8][CH:7]=[C:6]2[O:15][C:16]1[C:22]([CH3:23])=[CH:21][C:19]([NH:20][C:43](=[O:49])[O:44][CH2:45][CH2:56][CH2:55][O:54][C:53]2[CH:59]=[CH:60][CH:61]=[CH:62][C:52]=2[F:51])=[C:18]([CH3:24])[CH:17]=1. The yield is 0.420. The catalyst is C(Cl)Cl.